This data is from Reaction yield outcomes from USPTO patents with 853,638 reactions. The task is: Predict the reaction yield, written as a fraction of the theoretical maximum amount of product (1.0 means a 100% yield; for example, 0.34 means a 34% yield). (1) The reactants are O.[NH2:2][NH2:3].CO[C:6]([C:8]([NH:10][C:11]1[CH:28]=[CH:27][C:14]([O:15][C@H:16]2[CH2:21][CH2:20][C@H:19]([C:22]([O:24][CH2:25][CH3:26])=[O:23])[CH2:18][CH2:17]2)=[CH:13][C:12]=1[N+:29]([O-:31])=[O:30])=[O:9])=[O:7]. The catalyst is CCO. The product is [NH:2]([C:6]([C:8]([NH:10][C:11]1[CH:28]=[CH:27][C:14]([O:15][C@H:16]2[CH2:21][CH2:20][C@H:19]([C:22]([O:24][CH2:25][CH3:26])=[O:23])[CH2:18][CH2:17]2)=[CH:13][C:12]=1[N+:29]([O-:31])=[O:30])=[O:9])=[O:7])[NH2:3]. The yield is 0.490. (2) The reactants are [Br:1][C:2]1[CH:10]=[C:9]2[C:5]([CH2:6][C:7]3([CH2:27][CH2:26][CH:25]([O:28][CH3:29])[CH2:24][CH2:23]3)[C:8]2([NH:16][S:17]([C:19]([CH3:22])([CH3:21])[CH3:20])=[O:18])[C:11]([O:13][CH2:14][CH3:15])=C)=[CH:4][CH:3]=1.C[O:31]C1C=CC(P2(SP(C3C=CC(OC)=CC=3)(=S)S2)=S)=CC=1. The catalyst is C1(C)C=CC=CC=1. The product is [Br:1][C:2]1[CH:10]=[C:9]2[C:5]([CH2:6][C:7]3([CH2:27][CH2:26][CH:25]([O:28][CH3:29])[CH2:24][CH2:23]3)[C:8]2([NH:16][S:17]([C:19]([CH3:21])([CH3:22])[CH3:20])=[O:18])[C:11]([O:13][CH2:14][CH3:15])=[O:31])=[CH:4][CH:3]=1. The yield is 0.470. (3) The reactants are [NH2:1][C:2]1[CH:7]=[CH:6][C:5]([CH2:8][CH2:9][CH2:10][C:11]([OH:13])=[O:12])=[CH:4][CH:3]=1.[C:14]1(=O)[CH2:17][CH2:16][CH2:15]1.[Si]([C:23]#[N:24])(C)(C)C. The catalyst is C(OCC)(=O)C. The product is [C:23]([C:14]1([NH:1][C:2]2[CH:3]=[CH:4][C:5]([CH2:8][CH2:9][CH2:10][C:11]([OH:13])=[O:12])=[CH:6][CH:7]=2)[CH2:17][CH2:16][CH2:15]1)#[N:24]. The yield is 0.740. (4) The reactants are [CH2:1]([NH:3][CH:4]([C:8]1[CH:9]=[N:10][CH:11]=[CH:12][C:13]=1[C:14]([F:17])([F:16])[F:15])[CH:5]([CH3:7])[CH3:6])[CH3:2].C(=O)([O-])[O-].[K+].[K+].[F:24][C:25]1[CH:30]=[CH:29][CH:28]=[C:27]([F:31])[C:26]=1[CH2:32][C:33](Cl)=[O:34]. The catalyst is C(#N)C. The product is [CH2:1]([N:3]([CH:4]([C:8]1[CH:9]=[N:10][CH:11]=[CH:12][C:13]=1[C:14]([F:15])([F:17])[F:16])[CH:5]([CH3:7])[CH3:6])[C:33](=[O:34])[CH2:32][C:26]1[C:25]([F:24])=[CH:30][CH:29]=[CH:28][C:27]=1[F:31])[CH3:2]. The yield is 0.490. (5) The reactants are [O:1]1[C:5]2([CH2:10][CH2:9][N:8]([C:11]3[CH:18]=[CH:17][C:14]([CH:15]=O)=[CH:13][CH:12]=3)[CH2:7][CH2:6]2)[O:4][CH2:3][CH2:2]1.[S:19]1[CH2:25][C:23](=[O:24])[NH:22][C:20]1=[S:21].NCCC(O)=O. No catalyst specified. The product is [O:1]1[C:5]2([CH2:10][CH2:9][N:8]([C:11]3[CH:18]=[CH:17][C:14]([CH:15]=[C:25]4[S:19][C:20](=[S:21])[NH:22][C:23]4=[O:24])=[CH:13][CH:12]=3)[CH2:7][CH2:6]2)[O:4][CH2:3][CH2:2]1. The yield is 0.660. (6) The reactants are [Br:1]Br.[NH2:3][C:4]1[CH:14]=[CH:13][C:7]([C:8]([O:10][CH2:11][CH3:12])=[O:9])=[CH:6][CH:5]=1. The catalyst is ClCCl.O. The product is [NH2:3][C:4]1[CH:5]=[CH:6][C:7]([C:8]([O:10][CH2:11][CH3:12])=[O:9])=[CH:13][C:14]=1[Br:1]. The yield is 0.880. (7) The reactants are C[O:2][CH2:3][CH2:4][O:5][CH2:6][CH2:7][O:8][CH2:9][CH2:10][O:11][CH2:12][CH2:13][O:14][CH2:15][CH2:16][O:17][CH2:18][CH2:19][O:20][CH2:21][CH2:22][O:23][CH2:24][CH2:25][O:26][CH2:27][CH2:28][O:29][CH2:30]C1C=CC=CC=1. The catalyst is CO.[Pd]. The product is [CH3:30][O:29][CH2:28][CH2:27][O:26][CH2:25][CH2:24][O:23][CH2:22][CH2:21][O:20][CH2:19][CH2:18][O:17][CH2:16][CH2:15][O:14][CH2:13][CH2:12][O:11][CH2:10][CH2:9][O:8][CH2:7][CH2:6][O:5][CH2:4][CH2:3][OH:2]. The yield is 0.740. (8) The reactants are [C:1]1(B(O)O)[CH:6]=[CH:5][CH:4]=[CH:3][CH:2]=1.[F-].[K+].Br[C:13]1[CH:18]=[CH:17][C:16]([OH:19])=[CH:15][CH:14]=1. The catalyst is C([O-])(=O)C.[Pd+2].C([O-])(=O)C.C(P(C(C)(C)C)C1C=CC=CC=1C1C=CC=CC=1)(C)(C)C. The product is [OH:19][C:16]1[CH:17]=[CH:18][C:13]([C:1]2[CH:6]=[CH:5][CH:4]=[CH:3][CH:2]=2)=[CH:14][CH:15]=1. The yield is 0.910. (9) The reactants are [CH3:1][O:2][C:3]1[C:8]([O:9][CH3:10])=[CH:7][CH:6]=[CH:5][C:4]=1O.[Br:12][CH2:13][CH2:14]Br.C([O-])([O-])=[O:17].[K+].[K+]. The catalyst is CC(C)=O. The product is [Br:12][CH2:13][CH2:14][O:17][C:5]1[CH:6]=[CH:7][C:8]([O:9][CH3:10])=[C:3]([O:2][CH3:1])[CH:4]=1. The yield is 0.460.